From a dataset of NCI-60 drug combinations with 297,098 pairs across 59 cell lines. Regression. Given two drug SMILES strings and cell line genomic features, predict the synergy score measuring deviation from expected non-interaction effect. (1) Drug 1: COC1=C(C=C2C(=C1)N=CN=C2NC3=CC(=C(C=C3)F)Cl)OCCCN4CCOCC4. Drug 2: CC1C(C(CC(O1)OC2CC(CC3=C2C(=C4C(=C3O)C(=O)C5=C(C4=O)C(=CC=C5)OC)O)(C(=O)CO)O)N)O.Cl. Cell line: DU-145. Synergy scores: CSS=41.0, Synergy_ZIP=3.21, Synergy_Bliss=2.99, Synergy_Loewe=-3.09, Synergy_HSA=6.28. (2) Drug 1: CS(=O)(=O)C1=CC(=C(C=C1)C(=O)NC2=CC(=C(C=C2)Cl)C3=CC=CC=N3)Cl. Drug 2: CC12CCC3C(C1CCC2O)C(CC4=C3C=CC(=C4)O)CCCCCCCCCS(=O)CCCC(C(F)(F)F)(F)F. Cell line: UACC62. Synergy scores: CSS=4.59, Synergy_ZIP=-0.882, Synergy_Bliss=0.223, Synergy_Loewe=0.512, Synergy_HSA=-0.0258. (3) Drug 1: CC1C(C(CC(O1)OC2CC(CC3=C2C(=C4C(=C3O)C(=O)C5=C(C4=O)C(=CC=C5)OC)O)(C(=O)CO)O)N)O.Cl. Drug 2: CS(=O)(=O)OCCCCOS(=O)(=O)C. Cell line: SF-295. Synergy scores: CSS=-2.40, Synergy_ZIP=1.40, Synergy_Bliss=2.18, Synergy_Loewe=-2.56, Synergy_HSA=-2.10. (4) Drug 1: CC12CCC(CC1=CCC3C2CCC4(C3CC=C4C5=CN=CC=C5)C)O. Drug 2: C1CCN(CC1)CCOC2=CC=C(C=C2)C(=O)C3=C(SC4=C3C=CC(=C4)O)C5=CC=C(C=C5)O. Cell line: RXF 393. Synergy scores: CSS=14.8, Synergy_ZIP=-3.43, Synergy_Bliss=0.672, Synergy_Loewe=1.44, Synergy_HSA=2.05. (5) Drug 1: CN(CC1=CN=C2C(=N1)C(=NC(=N2)N)N)C3=CC=C(C=C3)C(=O)NC(CCC(=O)O)C(=O)O. Drug 2: COC1=C2C(=CC3=C1OC=C3)C=CC(=O)O2. Cell line: MCF7. Synergy scores: CSS=19.6, Synergy_ZIP=0.445, Synergy_Bliss=2.10, Synergy_Loewe=-30.4, Synergy_HSA=0.584. (6) Drug 1: C1C(C(OC1N2C=C(C(=O)NC2=O)F)CO)O. Drug 2: CC1CCC2CC(C(=CC=CC=CC(CC(C(=O)C(C(C(=CC(C(=O)CC(OC(=O)C3CCCCN3C(=O)C(=O)C1(O2)O)C(C)CC4CCC(C(C4)OC)OCCO)C)C)O)OC)C)C)C)OC. Cell line: K-562. Synergy scores: CSS=19.1, Synergy_ZIP=-6.10, Synergy_Bliss=-4.36, Synergy_Loewe=-8.59, Synergy_HSA=-2.04.